Dataset: Reaction yield outcomes from USPTO patents with 853,638 reactions. Task: Predict the reaction yield, written as a fraction of the theoretical maximum amount of product (1.0 means a 100% yield; for example, 0.34 means a 34% yield). (1) The reactants are [F:1][C:2]1[CH:10]=[C:9]2[C:5]([C:6]([C:20]3[CH:21]=[N:22][N:23]([CH2:25][CH:26]4[CH2:31][CH2:30][NH:29][CH2:28][CH2:27]4)[CH:24]=3)=[CH:7][N:8]2[S:11]([C:14]2[CH:19]=[CH:18][CH:17]=[CH:16][CH:15]=2)(=[O:13])=[O:12])=[CH:4][CH:3]=1.CC(O)=O.C(O[C:39]1(O[Si](C)(C)C)[CH2:41][CH2:40]1)C.[BH3-]C#N.[Na+].[NH4+].[Cl-]. The catalyst is C(Cl)Cl.CO.C1COCC1. The product is [CH:39]1([N:29]2[CH2:30][CH2:31][CH:26]([CH2:25][N:23]3[CH:24]=[C:20]([C:6]4[C:5]5[C:9](=[CH:10][C:2]([F:1])=[CH:3][CH:4]=5)[N:8]([S:11]([C:14]5[CH:15]=[CH:16][CH:17]=[CH:18][CH:19]=5)(=[O:12])=[O:13])[CH:7]=4)[CH:21]=[N:22]3)[CH2:27][CH2:28]2)[CH2:41][CH2:40]1. The yield is 0.450. (2) The reactants are [Cl:1][C:2]1[CH:25]=[CH:24][C:5]([O:6][C:7]2[CH:23]=[CH:22][C:10]([O:11][CH2:12][C@@H:13]3[CH2:17][CH2:16][CH2:15][N:14]3[CH2:18][CH2:19][CH2:20][NH2:21])=[CH:9][CH:8]=2)=[CH:4][CH:3]=1.[CH:26](N(C(C)C)CC)(C)C.[S:35](Cl)(Cl)(=[O:37])=[O:36]. The catalyst is ClCCl. The product is [ClH:1].[Cl:1][C:2]1[CH:25]=[CH:24][C:5]([O:6][C:7]2[CH:23]=[CH:22][C:10]([O:11][CH2:12][C@@H:13]3[CH2:17][CH2:16][CH2:15][N:14]3[CH2:18][CH2:19][CH2:20][NH:21][S:35]([CH3:26])(=[O:37])=[O:36])=[CH:9][CH:8]=2)=[CH:4][CH:3]=1. The yield is 0.0780. (3) The catalyst is CN(C)C=O.O. The reactants are Cl[C:2]1[C:11]2[C:6](=[CH:7][CH:8]=[CH:9][CH:10]=2)[N:5]=[C:4]([C:12]([O:14][CH2:15][CH3:16])=[O:13])[N:3]=1.[NH2:17][C:18]1[CH:22]=[CH:21][NH:20][N:19]=1.[I-].[K+].CCN(C(C)C)C(C)C. The yield is 0.700. The product is [NH:20]1[CH:21]=[CH:22][C:18]([NH:17][C:2]2[C:11]3[C:6](=[CH:7][CH:8]=[CH:9][CH:10]=3)[N:5]=[C:4]([C:12]([O:14][CH2:15][CH3:16])=[O:13])[N:3]=2)=[N:19]1.